This data is from NCI-60 drug combinations with 297,098 pairs across 59 cell lines. The task is: Regression. Given two drug SMILES strings and cell line genomic features, predict the synergy score measuring deviation from expected non-interaction effect. (1) Drug 1: CCCCCOC(=O)NC1=NC(=O)N(C=C1F)C2C(C(C(O2)C)O)O. Drug 2: CS(=O)(=O)CCNCC1=CC=C(O1)C2=CC3=C(C=C2)N=CN=C3NC4=CC(=C(C=C4)OCC5=CC(=CC=C5)F)Cl. Cell line: MDA-MB-231. Synergy scores: CSS=7.67, Synergy_ZIP=-5.04, Synergy_Bliss=-4.79, Synergy_Loewe=-4.92, Synergy_HSA=-2.82. (2) Drug 1: CC12CCC3C(C1CCC2O)C(CC4=C3C=CC(=C4)O)CCCCCCCCCS(=O)CCCC(C(F)(F)F)(F)F. Drug 2: CN(CC1=CN=C2C(=N1)C(=NC(=N2)N)N)C3=CC=C(C=C3)C(=O)NC(CCC(=O)O)C(=O)O. Cell line: NCI-H226. Synergy scores: CSS=19.3, Synergy_ZIP=-4.72, Synergy_Bliss=-0.694, Synergy_Loewe=-10.9, Synergy_HSA=-0.295.